Dataset: Full USPTO retrosynthesis dataset with 1.9M reactions from patents (1976-2016). Task: Predict the reactants needed to synthesize the given product. (1) Given the product [CH3:1][O:2][C:3]1[CH:4]=[N+:5]([O-:9])[CH:6]=[CH:7][CH:8]=1, predict the reactants needed to synthesize it. The reactants are: [CH3:1][O:2][C:3]1[CH:4]=[N:5][CH:6]=[CH:7][CH:8]=1.[OH:9]O. (2) Given the product [F:13][C:9]1[CH:8]=[C:7]([N:6]2[C:18]([CH3:19])=[CH:17][CH:16]=[C:3]([C:1]#[N:2])[C:4]2=[O:5])[CH:12]=[CH:11][CH:10]=1, predict the reactants needed to synthesize it. The reactants are: [C:1]([CH2:3][C:4]([NH:6][C:7]1[CH:12]=[CH:11][CH:10]=[C:9]([F:13])[CH:8]=1)=[O:5])#[N:2].CO/[CH:16]=[CH:17]/[C:18](=O)[CH3:19].N12CCN(CC1)CC2.C(OCC)(=O)C. (3) Given the product [CH2:1]([O:9][C:10]1[C:11](=[O:22])[O:12][C:13]2[CH:20]=[CH:19][C:18]([O:21][CH2:29][CH2:28][CH2:27][O:26][C:23](=[O:25])[CH3:24])=[CH:17][C:14]=2[C:15]=1[OH:16])[CH2:2][CH2:3][CH2:4][CH2:5][CH2:6][CH2:7][CH3:8], predict the reactants needed to synthesize it. The reactants are: [CH2:1]([O:9][C:10]1[C:11](=[O:22])[O:12][C:13]2[CH:20]=[CH:19][C:18]([OH:21])=[CH:17][C:14]=2[C:15]=1[OH:16])[CH2:2][CH2:3][CH2:4][CH2:5][CH2:6][CH2:7][CH3:8].[C:23]([O:26][CH2:27][CH2:28][CH2:29]Br)(=[O:25])[CH3:24].